The task is: Predict the reactants needed to synthesize the given product.. This data is from Full USPTO retrosynthesis dataset with 1.9M reactions from patents (1976-2016). (1) Given the product [CH3:12][C:3]1[C:2]([C:14]#[C:13][Si:15]([CH3:18])([CH3:17])[CH3:16])=[C:7]([NH2:8])[N:6]2[N:9]=[CH:10][N:11]=[C:5]2[N:4]=1, predict the reactants needed to synthesize it. The reactants are: I[C:2]1[C:3]([CH3:12])=[N:4][C:5]2[N:6]([N:9]=[CH:10][N:11]=2)[C:7]=1[NH2:8].[C:13]([Si:15]([CH3:18])([CH3:17])[CH3:16])#[CH:14].C(N(CC)CC)C. (2) Given the product [CH:1]([C@@H:4]1[C:9](=[O:10])[NH:8][CH2:7][CH2:6][N:5]1[C:29]([O:31][C:32]([CH3:33])([CH3:34])[CH3:35])=[O:30])([CH3:3])[CH3:2], predict the reactants needed to synthesize it. The reactants are: [CH:1]([C@@H:4]1[C:9](=[O:10])[NH:8][CH2:7][CH2:6][N:5]1C(OCC1C=CC=CC=1)=O)([CH3:3])[CH3:2].[CH3:33][C:32]([O:31][C:29](O[C:29]([O:31][C:32]([CH3:35])([CH3:34])[CH3:33])=[O:30])=[O:30])([CH3:35])[CH3:34].C([C@H]1NCCNC1=O)(C)C. (3) Given the product [ClH:12].[Br:1][C:2]1[CH:7]=[CH:6][C:5]([CH2:8][Cl:12])=[CH:4][N:3]=1, predict the reactants needed to synthesize it. The reactants are: [Br:1][C:2]1[CH:7]=[CH:6][C:5]([CH2:8]O)=[CH:4][N:3]=1.S(Cl)([Cl:12])=O. (4) Given the product [CH2:1]([O:3][C:4](=[O:31])[C:5]([O:8][C:9]1[CH:14]=[CH:13][C:12]([O:15][CH2:16][CH2:17][C:18]2[N:19]=[C:20]([C:24]3[CH:29]=[CH:28][CH:27]=[CH:26][C:25]=3[C:33]3[O:32][C:36]4=[CH:37][CH:38]=[CH:39][C:40]4=[CH:35][CH:34]=3)[O:21][C:22]=2[CH3:23])=[CH:11][CH:10]=1)([CH3:7])[CH3:6])[CH3:2], predict the reactants needed to synthesize it. The reactants are: [CH2:1]([O:3][C:4](=[O:31])[C:5]([O:8][C:9]1[CH:14]=[CH:13][C:12]([O:15][CH2:16][CH2:17][C:18]2[N:19]=[C:20]([C:24]3[CH:29]=[CH:28][C:27](Br)=[CH:26][CH:25]=3)[O:21][C:22]=2[CH3:23])=[CH:11][CH:10]=1)([CH3:7])[CH3:6])[CH3:2].[O:32]1[C:36]2[CH:37]=[CH:38][CH:39]=[CH:40][C:35]=2[CH:34]=[C:33]1B(O)O.C1(C)C=CC=CC=1.C(=O)([O-])[O-].[Na+].[Na+].